Dataset: Catalyst prediction with 721,799 reactions and 888 catalyst types from USPTO. Task: Predict which catalyst facilitates the given reaction. (1) Reactant: S(Cl)([Cl:3])=O.[NH:5]1[CH2:10][CH2:9][NH:8][CH2:7][C@H:6]1[CH2:11][CH2:12]O. Product: [ClH:3].[ClH:3].[Cl:3][CH2:12][CH2:11][C@@H:6]1[CH2:7][NH:8][CH2:9][CH2:10][NH:5]1. The catalyst class is: 6. (2) Reactant: Cl[CH2:2][CH2:3][CH2:4][OH:5].C(=O)([O-])[O-].[K+].[K+].[CH3:12][CH:13]1[O:18][CH:17]([CH3:19])[CH2:16][NH:15][CH2:14]1. Product: [CH3:19][C@H:17]1[CH2:16][N:15]([CH2:2][CH2:3][CH2:4][OH:5])[CH2:14][C@@H:13]([CH3:12])[O:18]1. The catalyst class is: 10. (3) Reactant: CS(O[CH2:6][CH2:7][N:8]1[CH:12]=[C:11]([CH:13]2[CH2:18][CH2:17][O:16][CH2:15][CH2:14]2)[N:10]=[C:9]1[CH:19]1[CH2:24][CH2:23][N:22]([C:25]([O:27][C:28]([CH3:31])([CH3:30])[CH3:29])=[O:26])[CH2:21][CH2:20]1)(=O)=O.[NH:32]1[CH2:36][CH2:35][CH2:34][CH2:33]1.CN(C)C=O. Product: [N:32]1([CH2:6][CH2:7][N:8]2[CH:12]=[C:11]([CH:13]3[CH2:14][CH2:15][O:16][CH2:17][CH2:18]3)[N:10]=[C:9]2[CH:19]2[CH2:24][CH2:23][N:22]([C:25]([O:27][C:28]([CH3:30])([CH3:31])[CH3:29])=[O:26])[CH2:21][CH2:20]2)[CH2:36][CH2:35][CH2:34][CH2:33]1. The catalyst class is: 503. (4) Reactant: [F:1][C:2]1[CH:3]=[C:4]([CH:13](O)[CH2:14][O:15][CH3:16])[CH:5]=[CH:6][C:7]=1[N:8]1[CH:12]=[CH:11][CH:10]=[CH:9]1.C1(=O)C2C(=CC=CC=2)C(=O)[NH:19]1.C1(P(C2C=CC=CC=2)C2C=CC=CC=2)C=CC=CC=1.N(C(OC(C)C)=O)=NC(OC(C)C)=O.CNC. Product: [F:1][C:2]1[CH:3]=[C:4]([CH:13]([NH2:19])[CH2:14][O:15][CH3:16])[CH:5]=[CH:6][C:7]=1[N:8]1[CH:12]=[CH:11][CH:10]=[CH:9]1. The catalyst class is: 111. (5) Reactant: [CH:1]([O:3][CH:4]=[CH2:5])=[CH2:2].C(OCCCl)=C.[C:12]1(=[O:22])[NH:16][C:15](=[O:17])[C:14]2=[CH:18][CH:19]=[CH:20][CH:21]=[C:13]12.[K].CN(C=O)C. Product: [CH:1]([O:3][CH2:4][CH2:5][C:21]1[CH:20]=[CH:19][CH:18]=[C:14]2[C:15]([NH:16][C:12](=[O:22])[C:13]=12)=[O:17])=[CH2:2]. The catalyst class is: 568. (6) The catalyst class is: 14. Product: [C:1]([NH:4][C:5]1[CH:12]=[CH:11][C:8](/[CH:9]=[CH:13]/[C:14](=[O:15])/[CH:16]=[CH:9]/[C:8]2[CH:11]=[CH:12][C:5]([NH:4][C:1](=[O:17])[CH3:2])=[CH:6][CH:7]=2)=[CH:7][CH:6]=1)(=[O:3])[CH3:2]. Reactant: [C:1]([NH:4][C:5]1[CH:12]=[CH:11][C:8]([CH:9]=O)=[CH:7][CH:6]=1)(=[O:3])[CH3:2].[CH3:13][C:14]([CH3:16])=[O:15].[OH-:17].[Na+]. (7) Reactant: C[O:2][C:3](=[O:32])[CH2:4][O:5][C:6]1[CH:11]=[C:10]([CH3:12])[C:9]([S:13][CH2:14][C:15]2[S:19][C:18]([C:20]3[CH:25]=[CH:24][C:23]([C:26]([F:29])([F:28])[F:27])=[CH:22][CH:21]=3)=[N:17][C:16]=2[CH3:30])=[CH:8][C:7]=1[CH3:31].O.[OH-].[Li+].Cl. Product: [CH3:31][C:7]1[CH:8]=[C:9]([S:13][CH2:14][C:15]2[S:19][C:18]([C:20]3[CH:25]=[CH:24][C:23]([C:26]([F:29])([F:27])[F:28])=[CH:22][CH:21]=3)=[N:17][C:16]=2[CH3:30])[C:10]([CH3:12])=[CH:11][C:6]=1[O:5][CH2:4][C:3]([OH:32])=[O:2]. The catalyst class is: 20. (8) Reactant: Cl[CH2:2][CH2:3][NH:4][C:5]([NH:7][C@@H:8]([CH3:12])[CH2:9][O:10][CH3:11])=[O:6].[H-].[Na+].CCOC(C)=O.O. Product: [CH3:11][O:10][CH2:9][C@@H:8]([N:7]1[CH2:2][CH2:3][NH:4][C:5]1=[O:6])[CH3:12]. The catalyst class is: 1. (9) Product: [CH2:1]([O:4][C:5]1[CH:10]=[CH:9][C:8]([CH2:11][S:12][CH2:19][CH2:18][N:13]2[CH:17]=[CH:16][N:15]=[N:14]2)=[CH:7][CH:6]=1)[CH:2]=[CH2:3]. The catalyst class is: 174. Reactant: [CH2:1]([O:4][C:5]1[CH:10]=[CH:9][C:8]([CH2:11][SH:12])=[CH:7][CH:6]=1)[CH:2]=[CH2:3].[N:13]1([CH2:18][CH2:19]OS(C2C=CC(C)=CC=2)(=O)=O)[CH:17]=[CH:16][N:15]=[N:14]1.[H-].[Na+].O.